Dataset: Acute oral toxicity (LD50) regression data from Zhu et al.. Task: Regression/Classification. Given a drug SMILES string, predict its toxicity properties. Task type varies by dataset: regression for continuous values (e.g., LD50, hERG inhibition percentage) or binary classification for toxic/non-toxic outcomes (e.g., AMES mutagenicity, cardiotoxicity, hepatotoxicity). Dataset: ld50_zhu. (1) The drug is CCC(Cl)(Cl)Cl. The rat oral LD50 is 1.30, given as -log10 of the dose in mol/kg body weight (higher means more acutely toxic). (2) The molecule is O=C(O)c1ccc(C(=O)O)c2c(C(=O)O)ccc(C(=O)O)c12. The rat oral LD50 is 1.61, given as -log10 of the dose in mol/kg body weight (higher means more acutely toxic). (3) The drug is O=C(O)C(O)=C(O)C(=O)O. The rat oral LD50 is 1.39, given as -log10 of the dose in mol/kg body weight (higher means more acutely toxic). (4) The molecule is CC(C)(C)CON=CC1C(C(=O)OC(C#N)c2cccc(Oc3ccccc3)c2)C1(C)C. The rat oral LD50 is 3.48, given as -log10 of the dose in mol/kg body weight (higher means more acutely toxic). (5) The drug is Clc1nc(C(Cl)(Cl)Cl)c(Cl)c(Cl)c1Cl. The rat oral LD50 is 2.26, given as -log10 of the dose in mol/kg body weight (higher means more acutely toxic). (6) The drug is CCOC(=O)C(Br)C#N. The rat oral LD50 is 2.66, given as -log10 of the dose in mol/kg body weight (higher means more acutely toxic).